Dataset: Forward reaction prediction with 1.9M reactions from USPTO patents (1976-2016). Task: Predict the product of the given reaction. The product is: [F:11][C:10]1[C:2]([NH:1][C:20](=[O:21])[C:19]2[CH:23]=[CH:24][N:25]=[C:17]([CH3:16])[CH:18]=2)=[CH:3][CH:4]=[C:5]2[C:9]=1[N:8]([CH3:12])[C:7](=[O:13])[C:6]2([CH3:15])[CH3:14]. Given the reactants [NH2:1][C:2]1[C:10]([F:11])=[C:9]2[C:5]([C:6]([CH3:15])([CH3:14])[C:7](=[O:13])[N:8]2[CH3:12])=[CH:4][CH:3]=1.[CH3:16][C:17]1[CH:18]=[C:19]([CH:23]=[CH:24][N:25]=1)[C:20](O)=[O:21], predict the reaction product.